Dataset: Full USPTO retrosynthesis dataset with 1.9M reactions from patents (1976-2016). Task: Predict the reactants needed to synthesize the given product. (1) Given the product [CH3:1][N:2]1[C:6]([C:7]([F:8])([F:9])[F:10])=[CH:5][C:4]([O:11][C:23]2[CH:24]=[C:25]([F:27])[CH:26]=[C:21]([O:20][C:19]3[N:15]([CH3:14])[N:16]=[C:17]([C:29]([F:32])([F:30])[F:31])[CH:18]=3)[CH:22]=2)=[N:3]1, predict the reactants needed to synthesize it. The reactants are: [CH3:1][N:2]1[C:6]([C:7]([F:10])([F:9])[F:8])=[CH:5][C:4](=[O:11])[NH:3]1.[H-].[Na+].[CH3:14][N:15]1[C:19]([O:20][C:21]2[CH:22]=[C:23](F)[CH:24]=[C:25]([F:27])[CH:26]=2)=[CH:18][C:17]([C:29]([F:32])([F:31])[F:30])=[N:16]1.O. (2) Given the product [Cl:1][C:2]1[CH:3]=[N:4][CH:5]=[C:6]([Cl:9])[C:7]=1[CH2:8][C:12]([C:14]1[C:27]2[O:26][CH2:25][C:21]3([CH2:24][O:23][CH2:22]3)[CH2:20][O:19][C:18]=2[C:17]([O:28][CH3:29])=[CH:16][CH:15]=1)=[O:11], predict the reactants needed to synthesize it. The reactants are: [Cl:1][C:2]1[CH:3]=[N:4][CH:5]=[C:6]([Cl:9])[C:7]=1[CH3:8].C[O:11][C:12]([C:14]1[C:27]2[O:26][CH2:25][C:21]3([CH2:24][O:23][CH2:22]3)[CH2:20][O:19][C:18]=2[C:17]([O:28][CH3:29])=[CH:16][CH:15]=1)=O.[Li+].C[Si]([N-][Si](C)(C)C)(C)C. (3) Given the product [CH3:21][S:18]([N:15]1[CH2:16][CH2:17][N:12]([CH2:11][C:9]2[S:8][C:6]3[N:7]=[C:2]([C:36]4[CH:37]=[CH:38][C:39]([NH2:42])=[N:40][CH:41]=4)[N:3]=[C:4]([N:22]4[CH2:27][CH2:26][O:25][CH2:24][CH2:23]4)[C:5]=3[N:10]=2)[CH2:13][CH2:14]1)(=[O:20])=[O:19], predict the reactants needed to synthesize it. The reactants are: Cl[C:2]1[N:3]=[C:4]([N:22]2[CH2:27][CH2:26][O:25][CH2:24][CH2:23]2)[C:5]2[N:10]=[C:9]([CH2:11][N:12]3[CH2:17][CH2:16][N:15]([S:18]([CH3:21])(=[O:20])=[O:19])[CH2:14][CH2:13]3)[S:8][C:6]=2[N:7]=1.CC1(C)C(C)(C)OB([C:36]2[CH:37]=[CH:38][C:39]([NH2:42])=[N:40][CH:41]=2)O1. (4) Given the product [F:19][C:16]1[CH:17]=[CH:18][C:13]([C:12]2[C:7]([C:6]([NH2:5])=[O:27])=[CH:8][N:9]=[C:10]([N:21]3[CH2:26][CH2:25][S:24][CH2:23][CH2:22]3)[CH:11]=2)=[C:14]([CH3:20])[CH:15]=1, predict the reactants needed to synthesize it. The reactants are: C([NH:5][C:6](=[O:27])[C:7]1[C:12]([C:13]2[CH:18]=[CH:17][C:16]([F:19])=[CH:15][C:14]=2[CH3:20])=[CH:11][C:10]([N:21]2[CH2:26][CH2:25][S:24][CH2:23][CH2:22]2)=[N:9][CH:8]=1)(C)(C)C.CS(O)(=O)=O. (5) Given the product [OH:3][CH2:4][CH2:5][O:6][NH:7][C:8]([C:10]1[CH:18]=[CH:17][C:13]2[CH:14]=[N:15][S:16][C:12]=2[C:11]=1[NH:19][C:20]1[CH:25]=[CH:24][C:23]([Br:26])=[CH:22][C:21]=1[F:27])=[O:9], predict the reactants needed to synthesize it. The reactants are: C([O:3][CH2:4][CH2:5][O:6][NH:7][C:8]([C:10]1[CH:18]=[CH:17][C:13]2[CH:14]=[N:15][S:16][C:12]=2[C:11]=1[NH:19][C:20]1[CH:25]=[CH:24][C:23]([Br:26])=[CH:22][C:21]=1[F:27])=[O:9])=C.Cl.